The task is: Predict the reactants needed to synthesize the given product.. This data is from Full USPTO retrosynthesis dataset with 1.9M reactions from patents (1976-2016). (1) The reactants are: [Br:1][C:2]1[CH:7]=[CH:6][C:5]([CH:8]([CH3:23])[C:9]([C:11]2[CH:12]=[CH:13][C:14]3[O:19][CH2:18][C:17](=[O:20])[N:16]([CH3:21])[C:15]=3[CH:22]=2)=[O:10])=[C:4]([Cl:24])[CH:3]=1.[F:25][C:26]([Si](C)(C)C)([F:28])[F:27].[F-].C[N+](C)(C)C. Given the product [Br:1][C:2]1[CH:7]=[CH:6][C:5]([CH:8]([CH3:23])[C:9]([C:11]2[CH:12]=[CH:13][C:14]3[O:19][CH2:18][C:17](=[O:20])[N:16]([CH3:21])[C:15]=3[CH:22]=2)([OH:10])[C:26]([F:28])([F:27])[F:25])=[C:4]([Cl:24])[CH:3]=1, predict the reactants needed to synthesize it. (2) Given the product [C:11]([O:15][C:16]([N:18]1[CH2:23][CH2:22][CH:21]([CH2:24][CH2:25][O:9][C:8](=[O:10])[CH2:7][C:1]2[CH:6]=[CH:5][CH:4]=[CH:3][CH:2]=2)[CH2:20][CH2:19]1)=[O:17])([CH3:14])([CH3:13])[CH3:12], predict the reactants needed to synthesize it. The reactants are: [C:1]1([CH2:7][C:8]([OH:10])=[O:9])[CH:6]=[CH:5][CH:4]=[CH:3][CH:2]=1.[C:11]([O:15][C:16]([N:18]1[CH2:23][CH2:22][CH:21]([CH2:24][CH2:25]O)[CH2:20][CH2:19]1)=[O:17])([CH3:14])([CH3:13])[CH3:12].C1CCC(N=C=NC2CCCCC2)CC1. (3) Given the product [OH:24][C:22]1[CH:23]=[C:14]([C:13]#[C:12][C:9]2[CH:10]=[CH:11][C:6]([CH:4]([CH3:5])[C:3]([OH:29])=[O:2])=[CH:7][CH:8]=2)[CH:15]=[C:16]2[C:21]=1[O:20][C:19]([CH3:26])([CH3:25])[CH2:18][C:17]2([CH3:27])[CH3:28], predict the reactants needed to synthesize it. The reactants are: C[O:2][C:3](=[O:29])[CH:4]([C:6]1[CH:11]=[CH:10][C:9]([C:12]#[C:13][C:14]2[CH:15]=[C:16]3[C:21](=[C:22]([OH:24])[CH:23]=2)[O:20][C:19]([CH3:26])([CH3:25])[CH2:18][C:17]3([CH3:28])[CH3:27])=[CH:8][CH:7]=1)[CH3:5].[OH-].[K+].